Dataset: Full USPTO retrosynthesis dataset with 1.9M reactions from patents (1976-2016). Task: Predict the reactants needed to synthesize the given product. Given the product [O:43]1[CH2:44][CH2:45][N:40]([C:37]2[CH:38]=[CH:39][C:34]([C:2]3[N:11]=[C:10]([O:12][CH:13]4[CH2:18][CH2:17][C:16](=[O:19])[CH2:15][CH2:14]4)[C:9]4[C:4](=[N:5][CH:6]=[CH:7][N:8]=4)[CH:3]=3)=[CH:35][CH:36]=2)[CH2:41][CH2:42]1, predict the reactants needed to synthesize it. The reactants are: Cl[C:2]1[N:11]=[C:10]([O:12][CH:13]2[CH2:18][CH2:17][C:16](=[O:19])[CH2:15][CH2:14]2)[C:9]2[C:4](=[N:5][CH:6]=[CH:7][N:8]=2)[CH:3]=1.C([O-])([O-])=O.[Cs+].[Cs+].CC1(C)C(C)(C)OB([C:34]2[CH:39]=[CH:38][C:37]([N:40]3[CH2:45][CH2:44][O:43][CH2:42][CH2:41]3)=[CH:36][CH:35]=2)O1.